From a dataset of Catalyst prediction with 721,799 reactions and 888 catalyst types from USPTO. Predict which catalyst facilitates the given reaction. (1) Reactant: [CH3:1][N:2]([CH2:4][CH:5]1[CH2:9][C:8]2=[C:10]([C:17]([O:19][CH2:20][C:21]3[CH:26]=[CH:25][CH:24]=[CH:23][CH:22]=3)=[O:18])[CH:11]=[CH:12][C:13]([N+:14]([O-])=O)=[C:7]2[O:6]1)[CH3:3]. Product: [NH2:14][C:13]1[CH:12]=[CH:11][C:10]([C:17]([O:19][CH2:20][C:21]2[CH:22]=[CH:23][CH:24]=[CH:25][CH:26]=2)=[O:18])=[C:8]2[C:7]=1[O:6][CH:5]([CH2:4][N:2]([CH3:3])[CH3:1])[CH2:9]2. The catalyst class is: 180. (2) Reactant: [C:1]([O:5][C:6](=[O:40])[C:7]1[CH:19]=[C:18]([O:20][CH2:21][CH2:22][CH2:23][CH2:24][CH2:25][CH2:26][CH2:27][CH2:28][CH2:29][C:30](ON2C(=O)CCC2=O)=[O:31])[CH:17]=[C:9]([C:10]([O:12][C:13]([CH3:16])([CH3:15])[CH3:14])=[O:11])[CH:8]=1)([CH3:4])([CH3:3])[CH3:2].[NH2:41][CH2:42][CH2:43][CH2:44][C:45]([OH:47])=[O:46].CCN(C(C)C)C(C)C. Product: [C:13]([O:12][C:10](=[O:11])[C:9]1[CH:17]=[C:18]([O:20][CH2:21][CH2:22][CH2:23][CH2:24][CH2:25][CH2:26][CH2:27][CH2:28][CH2:29][C:30](=[O:31])[NH:41][CH2:42][CH2:43][CH2:44][C:45]([OH:47])=[O:46])[CH:19]=[C:7]([C:6]([O:5][C:1]([CH3:2])([CH3:4])[CH3:3])=[O:40])[CH:8]=1)([CH3:14])([CH3:15])[CH3:16]. The catalyst class is: 3. (3) Reactant: [Cl:1][C:2]1[CH:3]=[C:4]([CH:7]=[CH:8][C:9]=1[NH:10][CH2:11][CH2:12][CH3:13])[C:5]#[N:6].[Br:14]Br. Product: [Cl:1][C:2]1[CH:3]=[C:4]([CH:7]=[C:8]([Br:14])[C:9]=1[NH:10][CH2:11][CH2:12][CH3:13])[C:5]#[N:6]. The catalyst class is: 5. (4) Reactant: [CH3:1][O:2][C:3](=[O:14])[C:4]1[CH:9]=[C:8]([N+:10]([O-:12])=[O:11])[C:7](Cl)=[N:6][CH:5]=1.C(N(CC)CC)C.[CH3:22][O:23][C:24](=[O:27])[CH2:25][SH:26]. Product: [CH3:1][O:2][C:3](=[O:14])[C:4]1[CH:9]=[C:8]([N+:10]([O-:12])=[O:11])[C:7]([S:26][CH2:25][C:24]([O:23][CH3:22])=[O:27])=[N:6][CH:5]=1. The catalyst class is: 4. (5) Reactant: [Br:1][C:2]1[CH:3]=[CH:4][C:5]([F:28])=[C:6]([C@:8]([NH:16][CH2:17][C:18]2[CH:23]=[CH:22][C:21]([O:24][CH3:25])=[CH:20][C:19]=2[O:26][CH3:27])([CH3:15])[CH2:9][S:10][CH2:11][C:12](O)=[O:13])[CH:7]=1.C(N(CC)C(C)C)(C)C.CCCP1(OP(CCC)(=O)OP(CCC)(=O)O1)=O. Product: [Br:1][C:2]1[CH:3]=[CH:4][C:5]([F:28])=[C:6]([C@@:8]2([CH3:15])[N:16]([CH2:17][C:18]3[CH:23]=[CH:22][C:21]([O:24][CH3:25])=[CH:20][C:19]=3[O:26][CH3:27])[C:12](=[O:13])[CH2:11][S:10][CH2:9]2)[CH:7]=1. The catalyst class is: 13. (6) Product: [Cl:20][C:17]1[CH:16]=[CH:15][C:14]([CH:5]([CH2:6][C:7]2[CH:12]=[CH:11][C:10]([Cl:13])=[CH:9][CH:8]=2)[CH:3]([NH:2][C:22](=[O:21])[C:23]([CH3:28])([CH3:27])[CH2:24][OH:25])[CH3:4])=[CH:19][CH:18]=1. Reactant: Cl.[NH2:2][CH:3]([CH:5]([C:14]1[CH:19]=[CH:18][C:17]([Cl:20])=[CH:16][CH:15]=1)[CH2:6][C:7]1[CH:12]=[CH:11][C:10]([Cl:13])=[CH:9][CH:8]=1)[CH3:4].[OH:21][CH2:22][C:23]([CH3:28])([CH3:27])[C:24](O)=[O:25].ON1C2C=CC=CC=2N=N1.C(N(C(C)C)CC)(C)C.Cl.CN(C)CCCN=C=NCC. The catalyst class is: 91. (7) Reactant: [Br:1][C:2]1[C:10]2[O:9][C:8]([S:11](Cl)(=[O:13])=[O:12])=[C:7]([CH2:15][C:16]3[CH:21]=[CH:20][CH:19]=[C:18]([F:22])[CH:17]=3)[C:6]=2[CH:5]=[C:4]([F:23])[CH:3]=1.S([O-])([O-])=O.[Na+].[Na+].[C:30](=O)(O)[O-].[Na+].CI. Product: [Br:1][C:2]1[C:10]2[O:9][C:8]([S:11]([CH3:30])(=[O:13])=[O:12])=[C:7]([CH2:15][C:16]3[CH:21]=[CH:20][CH:19]=[C:18]([F:22])[CH:17]=3)[C:6]=2[CH:5]=[C:4]([F:23])[CH:3]=1. The catalyst class is: 20. (8) Reactant: C[O:2][C:3]1[CH:4]=[C:5]2[C:10](=[CH:11][C:12]=1[CH3:13])[N:9]=[CH:8][N:7]=[CH:6]2.C[S-].[Na+]. Product: [OH:2][C:3]1[CH:4]=[C:5]2[C:10](=[CH:11][C:12]=1[CH3:13])[N:9]=[CH:8][N:7]=[CH:6]2. The catalyst class is: 9. (9) Reactant: F[C:2]1[CH:9]=[CH:8][C:5]([CH:6]=[O:7])=[CH:4][CH:3]=1.[CH:10]([N:13]1[CH2:18][CH2:17][NH:16][CH2:15][CH2:14]1)([CH3:12])[CH3:11].C([O-])([O-])=O.[K+].[K+]. Product: [CH:10]([N:13]1[CH2:18][CH2:17][N:16]([C:2]2[CH:9]=[CH:8][C:5]([CH:6]=[O:7])=[CH:4][CH:3]=2)[CH2:15][CH2:14]1)([CH3:12])[CH3:11]. The catalyst class is: 31.